Task: Regression. Given two drug SMILES strings and cell line genomic features, predict the synergy score measuring deviation from expected non-interaction effect.. Dataset: NCI-60 drug combinations with 297,098 pairs across 59 cell lines (1) Drug 2: CCN(CC)CCCC(C)NC1=C2C=C(C=CC2=NC3=C1C=CC(=C3)Cl)OC. Cell line: HOP-62. Drug 1: C1=CN(C(=O)N=C1N)C2C(C(C(O2)CO)O)O.Cl. Synergy scores: CSS=51.9, Synergy_ZIP=-0.641, Synergy_Bliss=-2.25, Synergy_Loewe=-9.65, Synergy_HSA=1.21. (2) Drug 1: CC1C(C(CC(O1)OC2CC(CC3=C2C(=C4C(=C3O)C(=O)C5=C(C4=O)C(=CC=C5)OC)O)(C(=O)C)O)N)O.Cl. Drug 2: C1=NNC2=C1C(=O)NC=N2. Cell line: EKVX. Synergy scores: CSS=6.88, Synergy_ZIP=-1.92, Synergy_Bliss=-3.70, Synergy_Loewe=-4.09, Synergy_HSA=-2.44. (3) Drug 1: CN(CC1=CN=C2C(=N1)C(=NC(=N2)N)N)C3=CC=C(C=C3)C(=O)NC(CCC(=O)O)C(=O)O. Drug 2: CC1=C(C(=O)C2=C(C1=O)N3CC4C(C3(C2COC(=O)N)OC)N4)N. Cell line: OVCAR3. Synergy scores: CSS=59.2, Synergy_ZIP=-3.85, Synergy_Bliss=-2.14, Synergy_Loewe=-13.3, Synergy_HSA=-1.06. (4) Drug 1: CC1=C2C(C(=O)C3(C(CC4C(C3C(C(C2(C)C)(CC1OC(=O)C(C(C5=CC=CC=C5)NC(=O)OC(C)(C)C)O)O)OC(=O)C6=CC=CC=C6)(CO4)OC(=O)C)OC)C)OC. Drug 2: COC1=C(C=C2C(=C1)N=CN=C2NC3=CC(=C(C=C3)F)Cl)OCCCN4CCOCC4. Cell line: SF-539. Synergy scores: CSS=63.9, Synergy_ZIP=4.92, Synergy_Bliss=4.74, Synergy_Loewe=4.74, Synergy_HSA=7.79. (5) Drug 1: C1=CC=C(C=C1)NC(=O)CCCCCCC(=O)NO. Drug 2: C1CN(CCN1C(=O)CCBr)C(=O)CCBr. Cell line: K-562. Synergy scores: CSS=45.3, Synergy_ZIP=4.63, Synergy_Bliss=7.10, Synergy_Loewe=-12.8, Synergy_HSA=7.82. (6) Drug 1: C(CC(=O)O)C(=O)CN.Cl. Drug 2: C1CN(P(=O)(OC1)NCCCl)CCCl. Cell line: NCI-H226. Synergy scores: CSS=5.04, Synergy_ZIP=-1.42, Synergy_Bliss=-0.722, Synergy_Loewe=-7.25, Synergy_HSA=-4.14. (7) Drug 1: CC1C(C(=O)NC(C(=O)N2CCCC2C(=O)N(CC(=O)N(C(C(=O)O1)C(C)C)C)C)C(C)C)NC(=O)C3=C4C(=C(C=C3)C)OC5=C(C(=O)C(=C(C5=N4)C(=O)NC6C(OC(=O)C(N(C(=O)CN(C(=O)C7CCCN7C(=O)C(NC6=O)C(C)C)C)C)C(C)C)C)N)C. Drug 2: C1=NC2=C(N=C(N=C2N1C3C(C(C(O3)CO)O)F)Cl)N. Cell line: EKVX. Synergy scores: CSS=1.23, Synergy_ZIP=-0.729, Synergy_Bliss=-4.11, Synergy_Loewe=-4.38, Synergy_HSA=-5.36. (8) Drug 1: CCCCC(=O)OCC(=O)C1(CC(C2=C(C1)C(=C3C(=C2O)C(=O)C4=C(C3=O)C=CC=C4OC)O)OC5CC(C(C(O5)C)O)NC(=O)C(F)(F)F)O. Drug 2: CN(CC1=CN=C2C(=N1)C(=NC(=N2)N)N)C3=CC=C(C=C3)C(=O)NC(CCC(=O)O)C(=O)O. Cell line: NCI-H522. Synergy scores: CSS=81.4, Synergy_ZIP=7.35, Synergy_Bliss=6.26, Synergy_Loewe=-0.997, Synergy_HSA=8.09. (9) Drug 1: CC1OCC2C(O1)C(C(C(O2)OC3C4COC(=O)C4C(C5=CC6=C(C=C35)OCO6)C7=CC(=C(C(=C7)OC)O)OC)O)O. Drug 2: CC12CCC3C(C1CCC2OP(=O)(O)O)CCC4=C3C=CC(=C4)OC(=O)N(CCCl)CCCl.[Na+]. Cell line: HT29. Synergy scores: CSS=21.2, Synergy_ZIP=-1.83, Synergy_Bliss=1.17, Synergy_Loewe=-17.1, Synergy_HSA=2.19.